Regression. Given two drug SMILES strings and cell line genomic features, predict the synergy score measuring deviation from expected non-interaction effect. From a dataset of NCI-60 drug combinations with 297,098 pairs across 59 cell lines. (1) Drug 1: CN1C(=O)N2C=NC(=C2N=N1)C(=O)N. Drug 2: CCCCC(=O)OCC(=O)C1(CC(C2=C(C1)C(=C3C(=C2O)C(=O)C4=C(C3=O)C=CC=C4OC)O)OC5CC(C(C(O5)C)O)NC(=O)C(F)(F)F)O. Cell line: KM12. Synergy scores: CSS=43.5, Synergy_ZIP=4.62, Synergy_Bliss=5.05, Synergy_Loewe=-31.2, Synergy_HSA=0.323. (2) Drug 1: CCC(=C(C1=CC=CC=C1)C2=CC=C(C=C2)OCCN(C)C)C3=CC=CC=C3.C(C(=O)O)C(CC(=O)O)(C(=O)O)O. Drug 2: C1CN1C2=NC(=NC(=N2)N3CC3)N4CC4. Cell line: UACC62. Synergy scores: CSS=34.4, Synergy_ZIP=0.480, Synergy_Bliss=-0.335, Synergy_Loewe=-17.8, Synergy_HSA=-0.536. (3) Synergy scores: CSS=25.2, Synergy_ZIP=7.96, Synergy_Bliss=11.6, Synergy_Loewe=-0.671, Synergy_HSA=12.9. Drug 1: CN(C)C1=NC(=NC(=N1)N(C)C)N(C)C. Drug 2: CC(C1=C(C=CC(=C1Cl)F)Cl)OC2=C(N=CC(=C2)C3=CN(N=C3)C4CCNCC4)N. Cell line: SF-295. (4) Cell line: SK-MEL-28. Drug 2: C(CC(=O)O)C(=O)CN.Cl. Drug 1: CC1C(C(CC(O1)OC2CC(OC(C2O)C)OC3=CC4=CC5=C(C(=O)C(C(C5)C(C(=O)C(C(C)O)O)OC)OC6CC(C(C(O6)C)O)OC7CC(C(C(O7)C)O)OC8CC(C(C(O8)C)O)(C)O)C(=C4C(=C3C)O)O)O)O. Synergy scores: CSS=15.3, Synergy_ZIP=-1.90, Synergy_Bliss=-0.498, Synergy_Loewe=-22.6, Synergy_HSA=-1.43. (5) Synergy scores: CSS=-1.42, Synergy_ZIP=0.255, Synergy_Bliss=2.27, Synergy_Loewe=0.556, Synergy_HSA=0.0609. Drug 2: C(CN)CNCCSP(=O)(O)O. Cell line: BT-549. Drug 1: CN1CCC(CC1)COC2=C(C=C3C(=C2)N=CN=C3NC4=C(C=C(C=C4)Br)F)OC. (6) Drug 1: C1CN1P(=S)(N2CC2)N3CC3. Drug 2: CC1CCC2CC(C(=CC=CC=CC(CC(C(=O)C(C(C(=CC(C(=O)CC(OC(=O)C3CCCCN3C(=O)C(=O)C1(O2)O)C(C)CC4CCC(C(C4)OC)O)C)C)O)OC)C)C)C)OC. Cell line: A549. Synergy scores: CSS=26.4, Synergy_ZIP=-2.43, Synergy_Bliss=5.98, Synergy_Loewe=3.92, Synergy_HSA=4.02. (7) Drug 1: CC1OCC2C(O1)C(C(C(O2)OC3C4COC(=O)C4C(C5=CC6=C(C=C35)OCO6)C7=CC(=C(C(=C7)OC)O)OC)O)O. Drug 2: CC1C(C(=O)NC(C(=O)N2CCCC2C(=O)N(CC(=O)N(C(C(=O)O1)C(C)C)C)C)C(C)C)NC(=O)C3=C4C(=C(C=C3)C)OC5=C(C(=O)C(=C(C5=N4)C(=O)NC6C(OC(=O)C(N(C(=O)CN(C(=O)C7CCCN7C(=O)C(NC6=O)C(C)C)C)C)C(C)C)C)N)C. Cell line: HS 578T. Synergy scores: CSS=17.2, Synergy_ZIP=-2.26, Synergy_Bliss=4.46, Synergy_Loewe=4.24, Synergy_HSA=4.33.